This data is from Forward reaction prediction with 1.9M reactions from USPTO patents (1976-2016). The task is: Predict the product of the given reaction. (1) Given the reactants [C:1]([C:3]1[CH:4]=[C:5]([CH:10]=[CH:11][C:12]=1[OH:13])[C:6]([O:8][CH3:9])=[O:7])#[N:2].CI.[C:16]([O-])([O-])=O.[K+].[K+], predict the reaction product. The product is: [C:1]([C:3]1[CH:4]=[C:5]([CH:10]=[CH:11][C:12]=1[O:13][CH3:16])[C:6]([O:8][CH3:9])=[O:7])#[N:2]. (2) Given the reactants [CH3:1][C:2]1[CH:13]=[CH:12][C:5]2[NH:6][C:7](=[O:11])[O:8][C:9](=[O:10])[C:4]=2[CH:3]=1.[H-].[Na+].[F:16][C:17]1[CH:24]=[CH:23][C:20]([CH2:21]Br)=[CH:19][CH:18]=1, predict the reaction product. The product is: [F:16][C:17]1[CH:24]=[CH:23][C:20]([CH2:21][N:6]2[C:5]3[CH:12]=[CH:13][C:2]([CH3:1])=[CH:3][C:4]=3[C:9](=[O:10])[O:8][C:7]2=[O:11])=[CH:19][CH:18]=1. (3) Given the reactants [Br:1]N1C(=O)NC(=O)N(Br)C1=O.[F:12][C:13]1[C:18]([OH:19])=[C:17]([CH:20]=[O:21])[CH:16]=[CH:15][C:14]=1[C:22]1[CH:27]=[CH:26][C:25]([F:28])=[CH:24][CH:23]=1.S([O-])([O-])(=O)=S.[Na+].[Na+], predict the reaction product. The product is: [Br:1][C:15]1[C:14]([C:22]2[CH:27]=[CH:26][C:25]([F:28])=[CH:24][CH:23]=2)=[C:13]([F:12])[C:18]([OH:19])=[C:17]([CH:20]=[O:21])[CH:16]=1. (4) Given the reactants C(O)CCCCCC(O)CCCC#C.[C:15]([O:18][CH:19]1[CH2:30][CH2:29][CH2:28][CH2:27][CH2:26][CH:25]([O:31][Si](CC)(CC)CC)[CH2:24][CH2:23][CH2:22][CH2:21][CH2:20]1)(=[O:17])[CH3:16].[N+](CCCC)(CCCC)(CCCC)CCCC.[F-], predict the reaction product. The product is: [C:15]([O:18][CH:19]1[CH2:30][CH2:29][CH2:28][CH2:27][CH2:26][CH:25]([OH:31])[CH2:24][CH2:23][CH2:22][CH2:21][CH2:20]1)(=[O:17])[CH3:16]. (5) Given the reactants [Li+].CC([N-]C(C)C)C.[CH3:9][O:10][C:11]1[CH:16]=[CH:15][C:14]([CH:17]([CH2:23][C:24]([O:26][CH3:27])=[O:25])[CH2:18][C:19]([O:21][CH3:22])=[O:20])=[CH:13][CH:12]=1.[NH4+].[Cl-], predict the reaction product. The product is: [CH3:9][O:10][C:11]1[CH:12]=[CH:13][C:14]([CH:17]2[CH:23]([C:24]([O:26][CH3:27])=[O:25])[CH:18]2[C:19]([O:21][CH3:22])=[O:20])=[CH:15][CH:16]=1. (6) Given the reactants [OH:1][C@H:2]([CH3:15])[C:3]([NH:5][C@@H:6]([CH3:14])[CH2:7][C:8]1[CH:13]=[CH:12][CH:11]=[CH:10][CH:9]=1)=[O:4].CC(C)([O-])C.[K+].[CH2:22]([O:29][CH:30]1[C@H:35]([N:36]=[C:37]=[O:38])[C@@H:34]([O:39][CH2:40][C:41]2[CH:46]=[CH:45][CH:44]=[CH:43][CH:42]=2)[C@H:33]([O:47][CH2:48][C:49]2[CH:54]=[CH:53][CH:52]=[CH:51][CH:50]=2)[C@@H:32]([CH2:55][O:56][CH2:57][C:58]2[CH:63]=[CH:62][CH:61]=[CH:60][CH:59]=2)[O:31]1)[C:23]1[CH:28]=[CH:27][CH:26]=[CH:25][CH:24]=1, predict the reaction product. The product is: [CH2:22]([O:29][CH:30]1[C@H:35]([NH:36][C:37](=[O:38])[O:1][C@@H:2]([C:3](=[O:4])[NH:5][C@@H:6]([CH3:14])[CH2:7][C:8]2[CH:13]=[CH:12][CH:11]=[CH:10][CH:9]=2)[CH3:15])[C@@H:34]([O:39][CH2:40][C:41]2[CH:46]=[CH:45][CH:44]=[CH:43][CH:42]=2)[C@H:33]([O:47][CH2:48][C:49]2[CH:50]=[CH:51][CH:52]=[CH:53][CH:54]=2)[C@@H:32]([CH2:55][O:56][CH2:57][C:58]2[CH:59]=[CH:60][CH:61]=[CH:62][CH:63]=2)[O:31]1)[C:23]1[CH:24]=[CH:25][CH:26]=[CH:27][CH:28]=1.